From a dataset of Full USPTO retrosynthesis dataset with 1.9M reactions from patents (1976-2016). Predict the reactants needed to synthesize the given product. (1) Given the product [F:1][C:2]1[CH:3]=[C:4]([C:13](=[N:19][OH:20])[CH2:14][O:15][CH3:16])[CH:5]=[CH:6][C:7]=1[O:8][C:9]([F:12])([F:11])[F:10], predict the reactants needed to synthesize it. The reactants are: [F:1][C:2]1[CH:3]=[C:4]([C:13](=O)[CH2:14][O:15][CH3:16])[CH:5]=[CH:6][C:7]=1[O:8][C:9]([F:12])([F:11])[F:10].Cl.[NH2:19][OH:20].C(O)C. (2) Given the product [F:32][CH2:2][C:3]1[CH:8]=[CH:7][N:6]2[C:9]([C:12]3[CH:13]=[C:14]([C:18]4[C:19]([C:24]#[N:25])=[CH:20][CH:21]=[CH:22][CH:23]=4)[CH:15]=[CH:16][CH:17]=3)=[CH:10][N:11]=[C:5]2[CH:4]=1, predict the reactants needed to synthesize it. The reactants are: O[CH2:2][C:3]1[CH:8]=[CH:7][N:6]2[C:9]([C:12]3[CH:13]=[C:14]([C:18]4[C:19]([C:24]#[N:25])=[CH:20][CH:21]=[CH:22][CH:23]=4)[CH:15]=[CH:16][CH:17]=3)=[CH:10][N:11]=[C:5]2[CH:4]=1.C(N(S(F)(F)[F:32])CC)C.C(=O)([O-])O.[Na+].